The task is: Predict the product of the given reaction.. This data is from Forward reaction prediction with 1.9M reactions from USPTO patents (1976-2016). Given the reactants C(O[C:4]([C:6]1[CH:7]=[N:8][C:9]2[C:14]([C:15]=1[NH:16][CH:17]1[CH2:22][CH2:21][CH:20]([CH3:23])[CH2:19][CH2:18]1)=[CH:13][CH:12]=[CH:11][C:10]=2[O:24][CH3:25])=[O:5])C.[N:26]([C:29]1[CH:34]=[CH:33][CH:32]=[C:31]([CH3:35])[CH:30]=1)=[C:27]=[O:28], predict the reaction product. The product is: [CH3:25][O:24][C:10]1[C:9]2[N:8]=[CH:7][C:6]3[C:4](=[O:5])[N:26]([C:29]4[CH:30]=[C:31]([CH3:35])[CH:32]=[CH:33][CH:34]=4)[C:27](=[O:28])[N:16]([CH:17]4[CH2:22][CH2:21][CH:20]([CH3:23])[CH2:19][CH2:18]4)[C:15]=3[C:14]=2[CH:13]=[CH:12][CH:11]=1.